Dataset: Peptide-MHC class II binding affinity with 134,281 pairs from IEDB. Task: Regression. Given a peptide amino acid sequence and an MHC pseudo amino acid sequence, predict their binding affinity value. This is MHC class II binding data. (1) The peptide sequence is VGLRVVCAKYAL. The MHC is DRB1_0101 with pseudo-sequence DRB1_0101. The binding affinity (normalized) is 0.620. (2) The peptide sequence is GGGFGMLLRKYGIAA. The MHC is DRB1_1201 with pseudo-sequence DRB1_1201. The binding affinity (normalized) is 0.411.